From a dataset of Forward reaction prediction with 1.9M reactions from USPTO patents (1976-2016). Predict the product of the given reaction. (1) Given the reactants CO.[N+:3]([CH2:6][CH2:7][C:8]1[CH:9]=[CH:10][C:11]([CH2:14][O:15][C:16]2[CH:21]=[CH:20][CH:19]=[CH:18][N:17]=2)=[N:12][CH:13]=1)([O-])=[O:4].C[O-].[Li+].C(Cl)[Cl:26], predict the reaction product. The product is: [N:17]1[CH:18]=[CH:19][CH:20]=[CH:21][C:16]=1[O:15][CH2:14][C:11]1[N:12]=[CH:13][C:8]([CH2:7][C:6]([Cl:26])=[N:3][OH:4])=[CH:9][CH:10]=1. (2) Given the reactants B(Br)(Br)Br.[CH2:5]([C:7]1[CH:12]=[C:11]([C:13]2[CH:14]=[N:15][C:16]([O:19]C)=[CH:17][CH:18]=2)[CH:10]=[CH:9][C:8]=1[N:21]([CH3:32])[C:22]1[N:27]=[CH:26][C:25]2[N:28]=[CH:29][N:30]([CH3:31])[C:24]=2[CH:23]=1)[CH3:6], predict the reaction product. The product is: [CH2:5]([C:7]1[CH:12]=[C:11]([C:13]2[CH:18]=[CH:17][C:16]([OH:19])=[N:15][CH:14]=2)[CH:10]=[CH:9][C:8]=1[N:21]([CH3:32])[C:22]1[N:27]=[CH:26][C:25]2[N:28]=[CH:29][N:30]([CH3:31])[C:24]=2[CH:23]=1)[CH3:6].